From a dataset of Reaction yield outcomes from USPTO patents with 853,638 reactions. Predict the reaction yield, written as a fraction of the theoretical maximum amount of product (1.0 means a 100% yield; for example, 0.34 means a 34% yield). (1) The yield is 0.930. No catalyst specified. The reactants are [C:1]1([CH:9]=[C:7]([OH:8])[CH:6]=[C:4]([OH:5])[CH:3]=1)[OH:2].[C:10]([CH2:15][C:16](OCC)=[O:17])(=O)[CH2:11][CH2:12][CH3:13]. The product is [CH2:11]([C:10]1[C:9]2[C:1](=[CH:3][C:4]([OH:5])=[CH:6][C:7]=2[OH:8])[O:2][C:16](=[O:17])[CH:15]=1)[CH2:12][CH3:13]. (2) The reactants are [CH2:1]1[C:7]2[CH:8]=[CH:9][C:10]([O:12][C:13]3[CH:21]=[CH:20][C:16]([C:17]([NH2:19])=[O:18])=[CH:15][N:14]=3)=[CH:11][C:6]=2[CH2:5][CH2:4][CH2:3][NH:2]1.[C:22]([O-])([O-])=O.[K+].[K+].BrC[CH2:30][CH2:31][CH:32]([CH3:34])[CH3:33]. The catalyst is CN(C=O)C. The product is [CH3:34][CH:32]([CH2:31][CH3:30])[CH2:33][CH2:22][N:2]1[CH2:3][CH2:4][CH2:5][C:6]2[CH:11]=[C:10]([O:12][C:13]3[CH:21]=[CH:20][C:16]([C:17]([NH2:19])=[O:18])=[CH:15][N:14]=3)[CH:9]=[CH:8][C:7]=2[CH2:1]1. The yield is 0.600. (3) The reactants are [Cl:1]C1C=C(C=CC=1)CP(=O)([O-])[O-].[Li][CH2:14][CH2:15][CH2:16][CH3:17].[CH3:18][CH2:19][CH2:20][CH2:21][CH2:22][CH3:23].[CH:24](=O)[CH2:25][CH2:26]CC#C. The catalyst is C1COCC1. The product is [Cl:1][C:20]1[CH:19]=[CH:18][CH:23]=[CH:22][C:21]=1[CH:17]=[CH:16][CH2:15][CH2:14][CH2:24][C:25]#[CH:26]. The yield is 0.540. (4) The reactants are [OH:1][C:2]1[CH:3]=[C:4]([C:8](=[N:10]O)[CH3:9])[CH:5]=[CH:6][CH:7]=1.Cl.OCC1(OC[C@@H](O)[C@@H](O)[C@H]1O)O. The catalyst is CO.[Pd]. The product is [NH2:10][CH:8]([C:4]1[CH:3]=[C:2]([OH:1])[CH:7]=[CH:6][CH:5]=1)[CH3:9]. The yield is 1.00. (5) The reactants are [CH3:1][S:2]([C:5]1[CH:10]=[CH:9][C:8]([N+:11]([O-])=O)=[CH:7][C:6]=1[C:14]([F:17])([F:16])[F:15])(=[O:4])=[O:3].[Cl-].[NH4+].O. The catalyst is C(O)C.[Fe]. The product is [CH3:1][S:2]([C:5]1[CH:10]=[CH:9][C:8]([NH2:11])=[CH:7][C:6]=1[C:14]([F:15])([F:16])[F:17])(=[O:4])=[O:3]. The yield is 0.762. (6) The reactants are [CH3:1][O:2][C:3]1[CH:8]=[C:7]([CH3:9])[CH:6]=[CH:5][N:4]=1.[Li]CCCC.[CH2:15]=[O:16]. The catalyst is C1COCC1. The product is [OH:16][CH2:15][CH2:9][C:7]1[CH:6]=[CH:5][N:4]=[C:3]([O:2][CH3:1])[CH:8]=1. The yield is 0.510. (7) The reactants are [CH3:1][O:2][C:3](=[O:11])[C:4]1[CH:9]=[CH:8][CH:7]=[N:6][C:5]=1[NH2:10].C(=O)(O)[O-].[Na+].[N+:17]([O-])([OH:19])=[O:18]. The catalyst is S(=O)(=O)(O)O. The product is [CH3:1][O:2][C:3](=[O:11])[C:4]1[CH:9]=[C:8]([N+:17]([O-:19])=[O:18])[CH:7]=[N:6][C:5]=1[NH2:10]. The yield is 0.350.